Task: Predict which catalyst facilitates the given reaction.. Dataset: Catalyst prediction with 721,799 reactions and 888 catalyst types from USPTO (1) Reactant: [Cl:1][C:2]1[C:3]([O:12][C:13]2[CH:18]=[C:17]([O:19][CH2:20][C:21]([OH:24])([CH3:23])[CH3:22])[CH:16]=[CH:15][C:14]=2/[CH:25]=[CH:26]/[C:27]([O:29]CC)=[O:28])=[N:4][CH:5]=[C:6]([C:8]([F:11])([F:10])[F:9])[CH:7]=1.[OH-].[Na+].Cl. Product: [Cl:1][C:2]1[C:3]([O:12][C:13]2[CH:18]=[C:17]([O:19][CH2:20][C:21]([OH:24])([CH3:22])[CH3:23])[CH:16]=[CH:15][C:14]=2/[CH:25]=[CH:26]/[C:27]([OH:29])=[O:28])=[N:4][CH:5]=[C:6]([C:8]([F:9])([F:11])[F:10])[CH:7]=1. The catalyst class is: 214. (2) Reactant: [NH:1]1[CH2:6][CH2:5][NH:4][CH2:3][C:2]1=[O:7].[ClH:8].[N:9]1([C:14](N)=[NH:15])C=CC=N1. Product: [Cl-:8].[NH2:15][C:14](=[NH2+:9])[N:4]1[CH2:5][CH2:6][NH:1][C:2](=[O:7])[CH2:3]1. The catalyst class is: 8. (3) Reactant: [Br-].[O:2]1[CH2:6][CH2:5][O:4][CH:3]1[CH2:7][CH2:8][Zn+].Br[C:11]1[S:15][C:14]([C:16]2[CH:21]=[CH:20][CH:19]=[CH:18][CH:17]=2)=[N:13][C:12]=1[C:22]([O:24][CH2:25][CH3:26])=[O:23].C([O-])(O)=O.[Na+]. Product: [O:2]1[CH2:6][CH2:5][O:4][CH:3]1[CH2:7][CH2:8][C:11]1[S:15][C:14]([C:16]2[CH:21]=[CH:20][CH:19]=[CH:18][CH:17]=2)=[N:13][C:12]=1[C:22]([O:24][CH2:25][CH3:26])=[O:23]. The catalyst class is: 1. (4) Reactant: [NH2:1][CH2:2][C:3]1[CH:15]=[C:14]2[C:6]([C:7]3[C:8]([C:19]4[CH:24]=[CH:23][CH:22]=[C:21]([N:25]5[CH2:33][C:32]6[C:27](=[CH:28][CH:29]=[CH:30][CH:31]=6)[C:26]5=[O:34])[C:20]=4[CH3:35])=[CH:9][CH:10]=[C:11]([C:16]([NH2:18])=[O:17])[C:12]=3[NH:13]2)=[CH:5][CH:4]=1.[CH3:36][S:37](Cl)(=[O:39])=[O:38]. Product: [CH3:35][C:20]1[C:21]([N:25]2[CH2:33][C:32]3[C:27](=[CH:28][CH:29]=[CH:30][CH:31]=3)[C:26]2=[O:34])=[CH:22][CH:23]=[CH:24][C:19]=1[C:8]1[C:7]2[C:6]3[C:14](=[CH:15][C:3]([CH2:2][NH:1][S:37]([CH3:36])(=[O:39])=[O:38])=[CH:4][CH:5]=3)[NH:13][C:12]=2[C:11]([C:16]([NH2:18])=[O:17])=[CH:10][CH:9]=1. The catalyst class is: 1. (5) Reactant: [O:1]1CCC[O:3][CH:2]1[CH2:7][CH2:8][C:9]([C:11]1[C:16](=[O:17])[N:15]([CH3:18])[C:14]2[CH:19]=[C:20]([Br:22])[S:21][C:13]=2[C:12]=1[OH:23])=[O:10].BrC1SC2C(O)=C(C(OCC)=O)C(=O)N(C)C=2C=1.BrC1SC(C(OC)=O)=C(NC)C=1.[H-].[Na+]. Product: [Br:22][C:20]1[S:21][C:13]2[C:12]([OH:23])=[C:11]([C:9](=[O:10])[CH2:8][CH2:7][C:2]([OH:3])=[O:1])[C:16](=[O:17])[N:15]([CH3:18])[C:14]=2[CH:19]=1. The catalyst class is: 1.